From a dataset of Reaction yield outcomes from USPTO patents with 853,638 reactions. Predict the reaction yield, written as a fraction of the theoretical maximum amount of product (1.0 means a 100% yield; for example, 0.34 means a 34% yield). (1) The reactants are [C:1]([O:7][C:8]1[CH:9]=[C:10]([CH2:14][C@H:15]([OH:20])[C:16]([O:18][CH3:19])=[O:17])[CH:11]=[CH:12][CH:13]=1)(=[O:6])[C:2]([CH3:5])([CH3:4])[CH3:3].ClC(Cl)(Cl)C(O[CH:26]([CH3:28])[CH3:27])=N.COCCOC.FC(F)(F)S(O)(=O)=O. The catalyst is CCCCCCC. The product is [C:1]([O:7][C:8]1[CH:9]=[C:10]([CH2:14][C@H:15]([O:20][CH:26]([CH3:28])[CH3:27])[C:16]([O:18][CH3:19])=[O:17])[CH:11]=[CH:12][CH:13]=1)(=[O:6])[C:2]([CH3:5])([CH3:4])[CH3:3]. The yield is 0.960. (2) The reactants are CO[CH:3](OC)[CH2:4][NH:5][C:6]1[C@H:12]([NH:13][C:14](=[O:23])[O:15][CH2:16][C:17]2[CH:22]=[CH:21][CH:20]=[CH:19][CH:18]=2)[CH2:11][CH2:10][C:9]2[CH:24]=[CH:25][CH:26]=[CH:27][C:8]=2[N:7]=1. The catalyst is C(O)=O. The product is [CH:3]1[N:7]2[C:8]3[CH:27]=[CH:26][CH:25]=[CH:24][C:9]=3[CH2:10][CH2:11][C@@H:12]([NH:13][C:14](=[O:23])[O:15][CH2:16][C:17]3[CH:22]=[CH:21][CH:20]=[CH:19][CH:18]=3)[C:6]2=[N:5][CH:4]=1. The yield is 0.850. (3) The reactants are [CH3:1][S:2]([C:5]1[CH:6]=[CH:7][C:8]([N:14]2[CH2:18][CH2:17][CH2:16][CH2:15]2)=[C:9]([CH:13]=1)[C:10]([OH:12])=[O:11])(=[O:4])=[O:3].Cl[C:20]1C=CC(S(C(C)C)(=O)=O)=C[C:21]=1C(O)=O.N1CC[O:38]CC1. No catalyst specified. The product is [N:14]1([C:8]2[CH:7]=[CH:6][C:5]([S:2]([CH2:1][CH2:20][CH3:21])(=[O:4])=[O:3])=[CH:13][C:9]=2[C:10]([OH:12])=[O:11])[CH2:18][CH2:17][O:38][CH2:16][CH2:15]1. The yield is 0.620. (4) The yield is 0.790. The catalyst is C1COCC1. The product is [NH2:11][CH2:10][CH2:9][CH:1]([C:2]1[CH:7]=[CH:6][CH:5]=[CH:4][CH:3]=1)[OH:8]. The reactants are [C:1]([CH2:9][C:10]#[N:11])(=[O:8])[C:2]1[CH:7]=[CH:6][CH:5]=[CH:4][CH:3]=1.[H-].[Al+3].[Li+].[H-].[H-].[H-]. (5) The reactants are [Si:1]([O:8][CH2:9][C:10]1[CH:18]=[CH:17][C:13]([C:14](O)=[O:15])=[CH:12][C:11]=1[N+:19]([O-:21])=[O:20])([C:4]([CH3:7])([CH3:6])[CH3:5])([CH3:3])[CH3:2].F[P-](F)(F)(F)(F)F.CN(C)C(F)=[N+](C)C.C(N(CC)CC)C.O.[NH2:45][NH2:46]. The catalyst is CN(C)C=O.O. The product is [Si:1]([O:8][CH2:9][C:10]1[CH:18]=[CH:17][C:13]([C:14]([NH:45][NH2:46])=[O:15])=[CH:12][C:11]=1[N+:19]([O-:21])=[O:20])([C:4]([CH3:7])([CH3:6])[CH3:5])([CH3:3])[CH3:2]. The yield is 0.440. (6) The yield is 0.620. The product is [F:1][C:2]1[CH:3]=[C:4](/[CH:8]=[CH:9]/[C:10]2[CH:11]=[CH:12][C:13]([N:16]3[C:21](=[O:22])[CH2:20][CH:18]([C:17]([OH:25])=[O:24])[CH2:19]3)=[CH:14][CH:15]=2)[CH:5]=[CH:6][CH:7]=1. No catalyst specified. The reactants are [F:1][C:2]1[CH:3]=[C:4](/[CH:8]=[CH:9]/[C:10]2[CH:15]=[CH:14][C:13]([NH2:16])=[CH:12][CH:11]=2)[CH:5]=[CH:6][CH:7]=1.[C:17]([OH:25])(=[O:24])[C:18]([CH2:20][C:21](O)=[O:22])=[CH2:19].